From a dataset of Reaction yield outcomes from USPTO patents with 853,638 reactions. Predict the reaction yield, written as a fraction of the theoretical maximum amount of product (1.0 means a 100% yield; for example, 0.34 means a 34% yield). (1) The reactants are [N:1]1[CH:6]=[CH:5][C:4]([C:7]2[C:8]([C:16]3[CH:17]=[C:18]([NH2:22])[CH:19]=[CH:20][CH:21]=3)=[N:9][N:10]3[CH2:15][CH2:14][CH2:13][S:12][C:11]=23)=[CH:3][CH:2]=1.C(N(CC)CC)C.[C:30]1([O:36][C:37](Cl)=[O:38])[CH:35]=[CH:34][CH:33]=[CH:32][CH:31]=1. The catalyst is C(Cl)Cl. The product is [C:30]1([O:36][C:37](=[O:38])[NH:22][C:18]2[CH:19]=[CH:20][CH:21]=[C:16]([C:8]3[C:7]([C:4]4[CH:5]=[CH:6][N:1]=[CH:2][CH:3]=4)=[C:11]4[S:12][CH2:13][CH2:14][CH2:15][N:10]4[N:9]=3)[CH:17]=2)[CH:35]=[CH:34][CH:33]=[CH:32][CH:31]=1. The yield is 0.650. (2) The reactants are [OH:1][C:2]1[CH:3]=[C:4]([CH:7]=[CH:8][CH:9]=1)[CH:5]=[O:6].I[CH:11]([CH3:13])[CH3:12].C(=O)([O-])[O-].[K+].[K+].O. The catalyst is C(O)(C)C. The product is [CH:11]([O:1][C:2]1[CH:3]=[C:4]([CH:7]=[CH:8][CH:9]=1)[CH:5]=[O:6])([CH3:13])[CH3:12]. The yield is 0.670. (3) The reactants are [CH:1]1([NH:4][C:5]2[N:13]=[C:12]([NH:14]C(=O)C(C)C)[N:11]=[C:10]3[C:6]=2[N:7]=[CH:8][N:9]3[C@@H:20]2[CH2:24][C@H:23]([CH2:25][OH:26])[CH:22]=[CH:21]2)[CH2:3][CH2:2]1.[OH-].[Na+].[OH:29][S:30]([OH:33])(=[O:32])=[O:31]. The catalyst is C(O)(C)C. The product is [CH2:2]1[CH:1]([NH:4][C:5]2[C:6]3[N:7]=[CH:8][N:9]([C@H:20]4[CH:21]=[CH:22][C@@H:23]([CH2:25][OH:26])[CH2:24]4)[C:10]=3[N:11]=[C:12]([NH2:14])[N:13]=2)[CH2:3]1.[CH2:2]1[CH:1]([NH:4][C:5]2[C:6]3[N:7]=[CH:8][N:9]([C@H:20]4[CH:21]=[CH:22][C@@H:23]([CH2:25][OH:26])[CH2:24]4)[C:10]=3[N:11]=[C:12]([NH2:14])[N:13]=2)[CH2:3]1.[OH:32][S:30]([OH:33])(=[O:31])=[O:29]. The yield is 0.600. (4) The reactants are Br[C:2]1[S:6][C:5]([CH2:7][CH3:8])=[C:4]([C:9]([O:11][CH2:12][CH3:13])=[O:10])[CH:3]=1.[S:14]1[CH2:19][CH2:18][C:17](=[O:20])[CH2:16][CH2:15]1. The product is [CH2:7]([C:5]1[S:6][C:2]([C:17]2([OH:20])[CH2:18][CH2:19][S:14][CH2:15][CH2:16]2)=[CH:3][C:4]=1[C:9]([O:11][CH2:12][CH3:13])=[O:10])[CH3:8]. The yield is 0.730. No catalyst specified. (5) The reactants are [O:1]=[C:2]1[C:11]2[CH:10]=[CH:9][CH:8]=[C:7]3[NH:12][CH:13]([C:23]4[CH:28]=[CH:27][CH:26]=[CH:25][CH:24]=4)[CH:14]([C:15]4[CH:22]=[CH:21][C:18]([CH:19]=[O:20])=[CH:17][CH:16]=4)[C:5]([C:6]=23)=[N:4][NH:3]1.[BH4-].[Na+]. The catalyst is CO. The product is [OH:20][CH2:19][C:18]1[CH:21]=[CH:22][C:15]([CH:14]2[C:5]3=[N:4][NH:3][C:2](=[O:1])[C:11]4[CH:10]=[CH:9][CH:8]=[C:7]([C:6]=43)[NH:12][CH:13]2[C:23]2[CH:24]=[CH:25][CH:26]=[CH:27][CH:28]=2)=[CH:16][CH:17]=1. The yield is 0.130. (6) The reactants are C[O:2][C:3](=[O:37])[C:4]1[CH:9]=[CH:8][C:7]([S:10](=[O:28])(=[O:27])[NH:11][C@H:12]([C:21](=[O:26])[N:22]([O:24][CH3:25])[CH3:23])[CH2:13][C:14]([O:16][C:17]([CH3:20])([CH3:19])[CH3:18])=[O:15])=[C:6]([O:29][CH2:30][C:31]2[CH:36]=[CH:35][CH:34]=[CH:33][CH:32]=2)[CH:5]=1.[OH-].[Li+].C(O)(=O)CC(CC(O)=O)(C(O)=O)O. The catalyst is O1CCCC1.C(OCC)(=O)C. The product is [CH2:30]([O:29][C:6]1[CH:5]=[C:4]([CH:9]=[CH:8][C:7]=1[S:10](=[O:27])(=[O:28])[NH:11][C@H:12]([C:21](=[O:26])[N:22]([O:24][CH3:25])[CH3:23])[CH2:13][C:14]([O:16][C:17]([CH3:20])([CH3:19])[CH3:18])=[O:15])[C:3]([OH:37])=[O:2])[C:31]1[CH:36]=[CH:35][CH:34]=[CH:33][CH:32]=1. The yield is 1.00. (7) The reactants are [CH:1]1([O:7][CH:8]([C:12]2[CH:17]=[CH:16][C:15]([Cl:18])=[C:14]([Cl:19])[CH:13]=2)[C:9]([OH:11])=O)[CH2:6][CH2:5][CH2:4][CH2:3][CH2:2]1.F[P-](F)(F)(F)(F)F.N1(O[PH2+]N(C)C)C2C=CC=CC=2N=N1.C(N(CC)CC)C.[NH2:48][C:49]1[S:50][CH:51]=[CH:52][N:53]=1. The catalyst is ClCCl.O. The product is [CH:1]1([O:7][CH:8]([C:12]2[CH:17]=[CH:16][C:15]([Cl:18])=[C:14]([Cl:19])[CH:13]=2)[C:9]([NH:48][C:49]2[S:50][CH:51]=[CH:52][N:53]=2)=[O:11])[CH2:2][CH2:3][CH2:4][CH2:5][CH2:6]1. The yield is 0.880. (8) The reactants are C(O[C:4](=[O:14])[CH2:5][C:6](=O)[C:7]1[CH:8]=[N:9][CH:10]=[CH:11][CH:12]=1)C.C(O)(=O)C(O)=O.[CH2:21]([NH:23][NH2:24])[CH3:22]. The catalyst is CC(O)=O. The product is [CH2:21]([N:23]1[C:4]([OH:14])=[CH:5][C:6]([C:7]2[CH:8]=[N:9][CH:10]=[CH:11][CH:12]=2)=[N:24]1)[CH3:22]. The yield is 0.225.